From a dataset of Forward reaction prediction with 1.9M reactions from USPTO patents (1976-2016). Predict the product of the given reaction. (1) Given the reactants Cl[C:2]1[CH:7]=[C:6]([CH2:8][N:9]2[C:13]([CH3:14])=[N:12][C:11]([C:15]3[O:16][C:17]([C:20]4[CH:25]=[CH:24][CH:23]=[CH:22][CH:21]=4)=[CH:18][CH:19]=3)=[N:10]2)[CH:5]=[CH:4][N:3]=1.Cl[C:27]1[CH:32]=[C:31]([CH2:33][N:34]2[C:38]([C:39]3[O:40][C:41]([C:44]4[CH:49]=[CH:48][CH:47]=[CH:46][CH:45]=4)=[CH:42][CH:43]=3)=[N:37][C:36]([CH3:50])=[N:35]2)[CH:30]=[CH:29][N:28]=1.[CH3:51][N:52]1[CH2:57][CH2:56][NH:55][CH2:54][CH2:53]1, predict the reaction product. The product is: [CH3:51][N:52]1[CH2:57][CH2:56][N:55]([C:2]2[CH:7]=[C:6]([CH2:8][N:9]3[C:13]([CH3:14])=[N:12][C:11]([C:15]4[O:16][C:17]([C:20]5[CH:25]=[CH:24][CH:23]=[CH:22][CH:21]=5)=[CH:18][CH:19]=4)=[N:10]3)[CH:5]=[CH:4][N:3]=2)[CH2:54][CH2:53]1.[CH3:51][N:52]1[CH2:57][CH2:56][N:55]([C:27]2[CH:32]=[C:31]([CH2:33][N:34]3[C:38]([C:39]4[O:40][C:41]([C:44]5[CH:45]=[CH:46][CH:47]=[CH:48][CH:49]=5)=[CH:42][CH:43]=4)=[N:37][C:36]([CH3:50])=[N:35]3)[CH:30]=[CH:29][N:28]=2)[CH2:54][CH2:53]1. (2) Given the reactants [OH:1][C:2]1[CH:3]=[C:4]2[C:8](=[CH:9][CH:10]=1)[NH:7][CH:6]=[CH:5]2.C(=O)([O-])[O-].[K+].[K+].Cl.Cl[CH2:19][CH2:20][N:21]1[CH2:26][CH2:25][O:24][CH2:23][CH2:22]1.[C:27]([O:31][C:32](O[C:32]([O:31][C:27]([CH3:30])([CH3:29])[CH3:28])=[O:33])=[O:33])([CH3:30])([CH3:29])[CH3:28], predict the reaction product. The product is: [N:21]1([CH2:20][CH2:19][O:1][C:2]2[CH:3]=[C:4]3[C:8](=[CH:9][CH:10]=2)[N:7]([C:32]([O:31][C:27]([CH3:30])([CH3:29])[CH3:28])=[O:33])[CH:6]=[CH:5]3)[CH2:26][CH2:25][O:24][CH2:23][CH2:22]1. (3) The product is: [CH3:31][C:29]1[CH:28]=[CH:27][N:26]=[C:25]([NH:24][C:22](=[O:23])[C:21]2[CH:20]=[CH:19][C:18]([O:17][C:16]3[CH:15]=[CH:14][N:13]=[C:12]4[NH:8][N:9]=[C:10]([NH:34][C@@H:35]5[CH2:40][CH2:39][CH2:38][NH:37][CH2:36]5)[C:11]=34)=[CH:33][CH:32]=2)[CH:30]=1. Given the reactants COC1C=CC(C[N:8]2[C:12]3=[N:13][CH:14]=[CH:15][C:16]([O:17][C:18]4[CH:33]=[CH:32][C:21]([C:22]([NH:24][C:25]5[CH:30]=[C:29]([CH3:31])[CH:28]=[CH:27][N:26]=5)=[O:23])=[CH:20][CH:19]=4)=[C:11]3[C:10]([NH:34][C@@H:35]3[CH2:40][CH2:39][CH2:38][NH:37][CH2:36]3)=[N:9]2)=CC=1, predict the reaction product. (4) Given the reactants [CH3:1][N:2]1[C:6]2=[N:7][CH:8]=[CH:9][CH:10]=[C:5]2[N:4]=[C:3]1S(C)(=O)=O.[Cl:15][C:16]1[CH:17]=[C:18]2[N:24]([CH:25]([CH3:27])[CH3:26])[C:23](=[O:28])[N:22]([C:29]3[CH:34]=[CH:33][C:32]([OH:35])=[CH:31][CH:30]=3)[C:19]2=[N:20][CH:21]=1.[H-].[Na+], predict the reaction product. The product is: [Cl:15][C:16]1[CH:17]=[C:18]2[N:24]([CH:25]([CH3:27])[CH3:26])[C:23](=[O:28])[N:22]([C:29]3[CH:34]=[CH:33][C:32]([O:35][C:3]4[N:2]([CH3:1])[C:6]5=[N:7][CH:8]=[CH:9][CH:10]=[C:5]5[N:4]=4)=[CH:31][CH:30]=3)[C:19]2=[N:20][CH:21]=1. (5) The product is: [N:16]1[CH:17]=[CH:12][CH:13]=[CH:14][C:15]=1[C:26]1[CH2:31][CH2:30][N:29]([C:32]([O-:34])=[O:33])[CH2:28][CH:27]=1.[F:11][C:12]1[CH:13]=[CH:14][C:15]([CH:26]2[CH2:27][CH2:28][N:29]([C:32]([O:34][C:35]([CH3:37])([CH3:36])[CH3:38])=[O:33])[CH2:30][CH2:31]2)=[N:16][C:17]=1[CH2:18][NH:19][C@H:20]([CH:23]([CH3:25])[CH3:24])[CH2:21][OH:22]. Given the reactants C12CC(CC1)C=C2B(O)O.[F:11][C:12]1[CH:13]=[CH:14][C:15]([C:26]2[CH2:31][CH2:30][N:29]([C:32]([O:34][C:35]([CH3:38])([CH3:37])[CH3:36])=[O:33])[CH2:28][CH:27]=2)=[N:16][C:17]=1[CH2:18][NH:19][C@H:20]([CH:23]([CH3:25])[CH3:24])[CH2:21][OH:22], predict the reaction product. (6) Given the reactants [CH3:1][C:2]1[CH:6]=[C:5]([CH3:7])[N:4]([C:8]2[N:16]=[C:15]3[C:11]([N:12]=[CH:13][N:14]3[CH3:17])=[C:10]([NH:18][C:19]3[CH:24]=[CH:23][C:22]([N+:25]([O-])=O)=[CH:21][CH:20]=3)[N:9]=2)[N:3]=1, predict the reaction product. The product is: [CH3:1][C:2]1[CH:6]=[C:5]([CH3:7])[N:4]([C:8]2[N:16]=[C:15]3[C:11]([N:12]=[CH:13][N:14]3[CH3:17])=[C:10]([NH:18][C:19]3[CH:20]=[CH:21][C:22]([NH2:25])=[CH:23][CH:24]=3)[N:9]=2)[N:3]=1. (7) Given the reactants [Cl:1][C:2]1[C:3]([O:12][C:13]2[CH:18]=[CH:17][C:16]([O:19][C:20]([F:23])([F:22])[F:21])=[C:15]([Cl:24])[CH:14]=2)=[CH:4][C:5]([F:11])=[C:6]([CH:10]=1)[C:7](O)=[O:8].C(N1C=CN=C1)(N1C=CN=C1)=O.[S:37]([NH2:41])([NH2:40])(=[O:39])=[O:38].N12CCCN=C1CCCCC2, predict the reaction product. The product is: [Cl:1][C:2]1[C:3]([O:12][C:13]2[CH:18]=[CH:17][C:16]([O:19][C:20]([F:23])([F:22])[F:21])=[C:15]([Cl:24])[CH:14]=2)=[CH:4][C:5]([F:11])=[C:6]([CH:10]=1)[C:7]([NH:40][S:37](=[O:39])(=[O:38])[NH2:41])=[O:8].